The task is: Predict the product of the given reaction.. This data is from Forward reaction prediction with 1.9M reactions from USPTO patents (1976-2016). The product is: [C:27]([C:31]1[CH:32]=[CH:33][C:34]([C:37](=[O:42])[CH2:38][CH2:39][CH2:40][N:18]2[CH2:17][CH2:16][C:15](=[C:14]([C:21]3[CH:26]=[CH:25][CH:24]=[CH:23][CH:22]=3)[C:8]3[CH:9]=[CH:10][CH:11]=[CH:12][CH:13]=3)[CH2:20][CH2:19]2)=[CH:35][CH:36]=1)([CH3:30])([CH3:29])[CH3:28]. Given the reactants FC(F)(F)C([O-])=O.[C:8]1([C:14]([C:21]2[CH:26]=[CH:25][CH:24]=[CH:23][CH:22]=2)=[C:15]2[CH2:20][CH2:19][NH2+:18][CH2:17][CH2:16]2)[CH:13]=[CH:12][CH:11]=[CH:10][CH:9]=1.[C:27]([C:31]1[CH:36]=[CH:35][C:34]([C:37](=[O:42])[CH2:38][CH2:39][CH2:40]Cl)=[CH:33][CH:32]=1)([CH3:30])([CH3:29])[CH3:28], predict the reaction product.